From a dataset of Catalyst prediction with 721,799 reactions and 888 catalyst types from USPTO. Predict which catalyst facilitates the given reaction. (1) Reactant: CO[C:3]([C:5]1[N:6]=[CH:7][N:8]([C:10]2[CH:11]=[C:12]3[C:17](=[CH:18][C:19]=2[C:20]([F:23])([F:22])[F:21])[NH:16][C:15](=[O:24])[N:14]([NH:25][S:26]([CH3:29])(=[O:28])=[O:27])[C:13]3=[O:30])[CH:9]=1)=[O:4].[CH3:31][NH:32]C=O.C[O-].[Na+]. Product: [CH3:31][NH:32][C:3]([C:5]1[N:6]=[CH:7][N:8]([C:10]2[CH:11]=[C:12]3[C:17](=[CH:18][C:19]=2[C:20]([F:23])([F:22])[F:21])[NH:16][C:15](=[O:24])[N:14]([NH:25][S:26]([CH3:29])(=[O:28])=[O:27])[C:13]3=[O:30])[CH:9]=1)=[O:4]. The catalyst class is: 9. (2) Reactant: [F:1][CH2:2][C:3]1[CH:4]=[CH:5][C:6]([CH2:9][O:10]COC)=[N:7][CH:8]=1.Cl. Product: [F:1][CH2:2][C:3]1[CH:4]=[CH:5][C:6]([CH2:9][OH:10])=[N:7][CH:8]=1. The catalyst class is: 8. (3) Reactant: [CH3:1][C:2]1[CH:7]=[C:6]([N+:8]([O-])=O)[N:5]=[CH:4][C:3]=1[CH2:11][C:12]([O:14][CH2:15][CH3:16])=[O:13]. Product: [CH3:1][C:2]1[CH:7]=[C:6]([NH2:8])[N:5]=[CH:4][C:3]=1[CH2:11][C:12]([O:14][CH2:15][CH3:16])=[O:13]. The catalyst class is: 63. (4) Reactant: Br[C:2]1[CH:10]=[CH:9][CH:8]=[CH:7][C:3]=1[C:4]([OH:6])=[O:5].C([Li])CCC.C1O[C:19]2([CH2:24][CH2:23][C:22](=O)[CH2:21][CH2:20]2)[O:18]C1. Product: [C:22]12([CH2:23][CH2:24][C:19](=[O:18])[CH2:20][CH2:21]1)[C:2]1[C:3](=[CH:7][CH:8]=[CH:9][CH:10]=1)[C:4](=[O:5])[O:6]2. The catalyst class is: 7. (5) Reactant: Cl.C([N:9]1[CH2:14][CH2:13][CH2:12][C:11](=O)[CH2:10]1)C1C=CC=CC=1.C(N(CC)CC)C.C(OC([N:30]1[CH2:35][CH2:34][NH:33][CH2:32][CH2:31]1)=O)(C)(C)C.C(O[BH-](OC(=O)C)OC(=O)C)(=O)C.[Na+]. Product: [N:30]1([CH:11]2[CH2:12][CH2:13][CH2:14][NH:9][CH2:10]2)[CH2:35][CH2:34][NH:33][CH2:32][CH2:31]1. The catalyst class is: 2. (6) Reactant: Cl[CH2:2][C:3]1[CH:8]=[C:7]([N+:9]([O-:11])=[O:10])[CH:6]=[CH:5][C:4]=1[CH3:12].[CH3:13][NH:14][NH2:15]. Product: [CH3:13][N:14]([CH2:2][C:3]1[CH:8]=[C:7]([N+:9]([O-:11])=[O:10])[CH:6]=[CH:5][C:4]=1[CH3:12])[NH2:15]. The catalyst class is: 14. (7) The catalyst class is: 28. Product: [Cl:1][C:2]1[C:15]2[C:14](=[O:16])[C:13]3[C:8](=[C:9]([Cl:17])[CH:10]=[CH:11][CH:12]=3)[CH2:7][C:6]=2[CH:5]=[CH:4][CH:3]=1. Reactant: [Cl:1][C:2]1[C:15]2[C:14](=[O:16])[C:13]3[C:8](=[C:9]([Cl:17])[CH:10]=[CH:11][CH:12]=3)[C:7](=O)[C:6]=2[CH:5]=[CH:4][CH:3]=1.Cl[Sn]Cl.Cl.C(O)(=O)C. (8) Reactant: [CH3:1][O:2][C:3]1[CH:8]=[CH:7][C:6]([NH:9][C:10]([NH:12]C(=O)C2C=CC=CC=2)=[S:11])=[C:5]([CH3:21])[CH:4]=1.[OH-].[Na+]. Product: [CH3:1][O:2][C:3]1[CH:8]=[CH:7][C:6]([NH:9][C:10]([NH2:12])=[S:11])=[C:5]([CH3:21])[CH:4]=1. The catalyst class is: 5. (9) Reactant: [CH3:1][S:2]([C:5]1[CH:10]=[CH:9][CH:8]=[CH:7][C:6]=1[S:11](Cl)(=[O:13])=[O:12])(=[O:4])=[O:3].[NH2:15][C:16]1[CH:17]=[C:18]2[C:22](=[CH:23][CH:24]=1)[N:21]([CH2:25][O:26][CH2:27][CH2:28][Si:29]([CH3:32])([CH3:31])[CH3:30])[N:20]=[C:19]2[S:33][C:34]1[CH:39]=[CH:38][CH:37]=[CH:36][CH:35]=1. Product: [CH3:1][S:2]([C:5]1[CH:10]=[CH:9][CH:8]=[CH:7][C:6]=1[S:11]([NH:15][C:16]1[CH:17]=[C:18]2[C:22](=[CH:23][CH:24]=1)[N:21]([CH2:25][O:26][CH2:27][CH2:28][Si:29]([CH3:32])([CH3:30])[CH3:31])[N:20]=[C:19]2[S:33][C:34]1[CH:39]=[CH:38][CH:37]=[CH:36][CH:35]=1)(=[O:13])=[O:12])(=[O:4])=[O:3]. The catalyst class is: 17.